From a dataset of Catalyst prediction with 721,799 reactions and 888 catalyst types from USPTO. Predict which catalyst facilitates the given reaction. (1) Reactant: C[C:2](C)([O-:4])C.[K+].Cl[C:8]1[CH:15]=[CH:14][C:11]([CH:12]=[O:13])=[CH:10][N:9]=1.[C:16]([O:19][CH2:20][CH3:21])(=[O:18])[CH3:17].[C:22](=O)(O)[O-].[Na+]. Product: [CH3:17][C:16]1([CH3:22])[O:18][C@H:21]([CH2:2][O:4][C:8]2[CH:15]=[CH:14][C:11]([CH:12]=[O:13])=[CH:10][N:9]=2)[CH2:20][O:19]1. The catalyst class is: 3. (2) Reactant: C(=O)([O-])[O-].[K+].[K+].[C:7]([O:11][C:12]([N:14]1[CH2:19][CH2:18][CH:17]([N:20]([C:24]([C:26]2[CH:27]=[N:28][C:29](Br)=[CH:30][CH:31]=2)=[O:25])[CH:21]2[CH2:23][CH2:22]2)[CH2:16][CH2:15]1)=[O:13])([CH3:10])([CH3:9])[CH3:8].CC1(C)C(C)(C)OB([C:41]2[CH:42]=[N:43][NH:44][CH:45]=2)O1. Product: [C:7]([O:11][C:12]([N:14]1[CH2:19][CH2:18][CH:17]([N:20]([CH:21]2[CH2:23][CH2:22]2)[C:24]([C:26]2[CH:27]=[N:28][C:29]([C:41]3[CH:42]=[N:43][NH:44][CH:45]=3)=[CH:30][CH:31]=2)=[O:25])[CH2:16][CH2:15]1)=[O:13])([CH3:10])([CH3:9])[CH3:8]. The catalyst class is: 38.